From a dataset of Full USPTO retrosynthesis dataset with 1.9M reactions from patents (1976-2016). Predict the reactants needed to synthesize the given product. (1) Given the product [CH3:1][O:2][C:3]1[C:4](=[O:40])[C:5]([CH3:39])=[C:6]([CH2:12][C:13]2[CH:14]=[CH:15][C:16]([O:35][C:36](=[O:38])[CH3:37])=[C:17]([CH:34]=2)[C:18]([NH:20][C:21]2[CH:33]=[CH:32][C:24]([C:25]([OH:27])=[O:26])=[CH:23][CH:22]=2)=[O:19])[C:7](=[O:11])[C:8]=1[O:9][CH3:10], predict the reactants needed to synthesize it. The reactants are: [CH3:1][O:2][C:3]1[C:4](=[O:40])[C:5]([CH3:39])=[C:6]([CH2:12][C:13]2[CH:14]=[CH:15][C:16]([O:35][C:36](=[O:38])[CH3:37])=[C:17]([CH:34]=2)[C:18]([NH:20][C:21]2[CH:33]=[CH:32][C:24]([C:25]([O:27]C(C)(C)C)=[O:26])=[CH:23][CH:22]=2)=[O:19])[C:7](=[O:11])[C:8]=1[O:9][CH3:10]. (2) Given the product [O:1]1[CH2:5][CH2:4][O:3][CH:2]1[C:6]1[CH:11]=[CH:10][C:9]([O:12][C:16]2[CH:17]=[CH:18][C:19]([C:22]([NH2:24])=[O:23])=[N:20][CH:21]=2)=[CH:8][CH:7]=1, predict the reactants needed to synthesize it. The reactants are: [O:1]1[CH2:5][CH2:4][O:3][CH:2]1[C:6]1[CH:11]=[CH:10][C:9]([OH:12])=[CH:8][CH:7]=1.[H-].[Na+].F[C:16]1[CH:17]=[CH:18][C:19]([C:22]([NH2:24])=[O:23])=[N:20][CH:21]=1.